This data is from Reaction yield outcomes from USPTO patents with 853,638 reactions. The task is: Predict the reaction yield, written as a fraction of the theoretical maximum amount of product (1.0 means a 100% yield; for example, 0.34 means a 34% yield). (1) The reactants are Br[C:2]1[C:3](=[O:34])[N:4]([CH2:26][CH2:27][C:28]2[CH:33]=[CH:32][CH:31]=[CH:30][CH:29]=2)[C:5]([C:12]2[CH:17]=[CH:16][CH:15]=[CH:14][C:13]=2[O:18][CH2:19][C:20]2[CH:25]=[CH:24][CH:23]=[CH:22][CH:21]=2)=[N:6][C:7]=1[CH2:8][CH2:9][O:10][CH3:11].[CH3:35][C:36]([CH3:41])=[CH:37]B(O)O.C(=O)([O-])[O-].[Na+].[Na+]. The catalyst is O1CCOCC1.C(O)C. The product is [CH3:11][O:10][CH2:9][CH2:8][C:7]1[N:6]=[C:5]([C:12]2[CH:17]=[CH:16][CH:15]=[CH:14][C:13]=2[O:18][CH2:19][C:20]2[CH:25]=[CH:24][CH:23]=[CH:22][CH:21]=2)[N:4]([CH2:26][CH2:27][C:28]2[CH:29]=[CH:30][CH:31]=[CH:32][CH:33]=2)[C:3](=[O:34])[C:2]=1[CH:35]=[C:36]([CH3:41])[CH3:37]. The yield is 0.400. (2) The reactants are [CH2:1]([S:5]([O:8][CH2:9][CH2:10][N:11]([CH2:36][CH2:37][Br:38])[C:12]1[C:17]([C:18]([NH:20][CH2:21][CH2:22][O:23]C2CCCCO2)=[O:19])=[CH:16][C:15]([N+:30]([O-:32])=[O:31])=[CH:14][C:13]=1[N+:33]([O-:35])=[O:34])(=[O:7])=[O:6])[CH2:2][CH2:3][CH3:4].CS(O)(=O)=O. The catalyst is CO. The product is [CH2:1]([S:5]([O:8][CH2:9][CH2:10][N:11]([CH2:36][CH2:37][Br:38])[C:12]1[C:13]([N+:33]([O-:35])=[O:34])=[CH:14][C:15]([N+:30]([O-:32])=[O:31])=[CH:16][C:17]=1[C:18]([NH:20][CH2:21][CH2:22][OH:23])=[O:19])(=[O:7])=[O:6])[CH2:2][CH2:3][CH3:4]. The yield is 0.890. (3) The reactants are Cl.[N+:2]([C:5]1[CH:12]=[CH:11][CH:10]=[C:9](/[CH:13]=[CH:14]\[CH3:15])[C:6]=1[C:7]#[N:8])([O-])=O.[OH-].[Na+]. The catalyst is CO.O1CCOCC1.[Fe]. The product is [NH2:2][C:5]1[CH:12]=[CH:11][CH:10]=[C:9](/[CH:13]=[CH:14]\[CH3:15])[C:6]=1[C:7]#[N:8]. The yield is 0.800. (4) The reactants are [CH2:1]([O:8][C:9]1[CH:10]=[CH:11][C:12]([C@@H:20]([O:32][Si:33]([C:36]([CH3:39])([CH3:38])[CH3:37])([CH3:35])[CH3:34])[CH2:21][NH:22][CH2:23][CH2:24][C:25]2[CH:30]=[CH:29][C:28]([OH:31])=[CH:27][CH:26]=2)=[C:13]2[C:18]=1[NH:17][C:16](=[O:19])[CH:15]=[CH:14]2)[C:2]1[CH:7]=[CH:6][CH:5]=[CH:4][CH:3]=1.[C:40]([O:44][C:45](O[C:45]([O:44][C:40]([CH3:43])([CH3:42])[CH3:41])=[O:46])=[O:46])([CH3:43])([CH3:42])[CH3:41]. The catalyst is C(Cl)Cl. The product is [CH2:1]([O:8][C:9]1[CH:10]=[CH:11][C:12]([C@@H:20]([O:32][Si:33]([C:36]([CH3:39])([CH3:38])[CH3:37])([CH3:35])[CH3:34])[CH2:21][N:22]([CH2:23][CH2:24][C:25]2[CH:30]=[CH:29][C:28]([OH:31])=[CH:27][CH:26]=2)[C:45](=[O:46])[O:44][C:40]([CH3:43])([CH3:42])[CH3:41])=[C:13]2[C:18]=1[NH:17][C:16](=[O:19])[CH:15]=[CH:14]2)[C:2]1[CH:3]=[CH:4][CH:5]=[CH:6][CH:7]=1. The yield is 0.890. (5) The reactants are Br[C:2]1[N:6]2[CH:7]=[C:8]([C:11]3[CH:16]=[CH:15][C:14]([C:17](C4CCC(C)CC4)=[O:18])=[CH:13][CH:12]=3)[N:9]=[CH:10][C:5]2=[N:4][CH:3]=1.[CH2:26]([O:28][C:29]([C:31]1[CH:36]=[CH:35][C:34](B(O)O)=[CH:33][CH:32]=1)=[O:30])[CH3:27].[O-]P([O-])([O-])=O.[K+].[K+].[K+].O. The catalyst is O1CCOCC1.C1C=CC([P]([Pd]([P](C2C=CC=CC=2)(C2C=CC=CC=2)C2C=CC=CC=2)([P](C2C=CC=CC=2)(C2C=CC=CC=2)C2C=CC=CC=2)[P](C2C=CC=CC=2)(C2C=CC=CC=2)C2C=CC=CC=2)(C2C=CC=CC=2)C2C=CC=CC=2)=CC=1. The product is [CH3:2][N:6]1[CH2:7][CH2:8][N:9]([C:17]([C:14]2[CH:13]=[CH:12][C:11]([C:8]3[N:9]=[CH:10][C:5]4[N:6]([C:2]([C:33]5[CH:32]=[C:31]([CH:36]=[CH:35][CH:34]=5)[C:29]([O:28][CH2:26][CH3:27])=[O:30])=[CH:3][N:4]=4)[CH:7]=3)=[CH:16][CH:15]=2)=[O:18])[CH2:10][CH2:5]1. The yield is 0.550.